Dataset: Forward reaction prediction with 1.9M reactions from USPTO patents (1976-2016). Task: Predict the product of the given reaction. (1) Given the reactants [Cl-].[NH4+:2].[C-:3]#[N:4].[Na+].[CH2:6]([O:13][C:14]1[CH:21]=[CH:20][C:17]([CH:18]=O)=[C:16]([F:22])[CH:15]=1)[C:7]1[CH:12]=[CH:11][CH:10]=[CH:9][CH:8]=1, predict the reaction product. The product is: [NH2:2][CH:18]([C:17]1[CH:20]=[CH:21][C:14]([O:13][CH2:6][C:7]2[CH:12]=[CH:11][CH:10]=[CH:9][CH:8]=2)=[CH:15][C:16]=1[F:22])[C:3]#[N:4]. (2) Given the reactants [CH3:1][C:2]1[CH:13]=[C:12]([O:14][CH2:15]/[CH:16]=[C:17](\[C:25]2[CH:30]=[CH:29][C:28](I)=[CH:27][CH:26]=2)/[C:18]2[CH:23]=[CH:22][C:21]([CH3:24])=[CH:20][CH:19]=2)[CH:11]=[CH:10][C:3]=1[O:4][CH2:5][C:6]([O:8][CH3:9])=[O:7].[C:32]([C:34]1[CH:39]=[CH:38][CH:37]=[CH:36][N:35]=1)#[CH:33], predict the reaction product. The product is: [CH3:1][C:2]1[CH:13]=[C:12]([O:14][CH2:15]/[CH:16]=[C:17](/[C:18]2[CH:23]=[CH:22][C:21]([CH3:24])=[CH:20][CH:19]=2)\[C:25]2[CH:26]=[CH:27][C:28]([C:33]#[C:32][C:34]3[CH:39]=[CH:38][CH:37]=[CH:36][N:35]=3)=[CH:29][CH:30]=2)[CH:11]=[CH:10][C:3]=1[O:4][CH2:5][C:6]([O:8][CH3:9])=[O:7]. (3) Given the reactants [CH2:1]([O:3][C:4]([C:6]1[CH:7]=[N:8][N:9]([CH2:11][C:12]([OH:14])=O)[CH:10]=1)=[O:5])[CH3:2].Cl.[F:16][C:17]([F:29])([F:28])[C:18]1[CH:19]=[C:20]([CH:25]=[CH:26][CH:27]=1)[C:21]([NH:23][NH2:24])=O.C(Br)(Br)(Br)Br.C1(P(C2C=CC=CC=2)C2C=CC=CC=2)C=CC=CC=1, predict the reaction product. The product is: [F:16][C:17]([F:28])([F:29])[C:18]1[CH:19]=[C:20]([C:21]2[O:14][C:12]([CH2:11][N:9]3[CH:10]=[C:6]([C:4]([O:3][CH2:1][CH3:2])=[O:5])[CH:7]=[N:8]3)=[N:24][N:23]=2)[CH:25]=[CH:26][CH:27]=1. (4) The product is: [Cl:20][C:6]1[CH:5]=[N:4][CH:3]=[C:2]([Cl:1])[C:7]=1[S:8][C:9]1[S:13][C:12]([C:14]([NH:30][CH2:29][CH2:28][O:21][C:22]2[CH:27]=[CH:26][CH:25]=[CH:24][CH:23]=2)=[O:16])=[CH:11][C:10]=1[N+:17]([O-:19])=[O:18]. Given the reactants [Cl:1][C:2]1[CH:3]=[N:4][CH:5]=[C:6]([Cl:20])[C:7]=1[S:8][C:9]1[S:13][C:12]([C:14]([OH:16])=O)=[CH:11][C:10]=1[N+:17]([O-:19])=[O:18].[O:21]([CH2:28][CH2:29][NH2:30])[C:22]1[CH:27]=[CH:26][CH:25]=[CH:24][CH:23]=1, predict the reaction product. (5) Given the reactants [N+:1]([C:4]1[CH:27]=[CH:26][C:7]2[S:8][C:9]([C:11]3[CH:16]=[CH:15][N:14]=[C:13]([NH:17][CH2:18][CH2:19][N:20]4[CH2:24][CH2:23][NH:22][C:21]4=[O:25])[N:12]=3)=[CH:10][C:6]=2[CH:5]=1)([O-])=O, predict the reaction product. The product is: [NH2:1][C:4]1[CH:27]=[CH:26][C:7]2[S:8][C:9]([C:11]3[CH:16]=[CH:15][N:14]=[C:13]([NH:17][CH2:18][CH2:19][N:20]4[CH2:24][CH2:23][NH:22][C:21]4=[O:25])[N:12]=3)=[CH:10][C:6]=2[CH:5]=1. (6) Given the reactants [N+:1]([C:4]1[CH:9]=[CH:8][C:7]([CH:10]2[CH2:15][CH2:14][NH:13][CH2:12][CH2:11]2)=[CH:6][CH:5]=1)([O-:3])=[O:2].[BH3-][C:17]#N.[Na+].[CH3:20][C:21](O)=O, predict the reaction product. The product is: [CH:21]1([N:13]2[CH2:12][CH2:11][CH:10]([C:7]3[CH:8]=[CH:9][C:4]([N+:1]([O-:3])=[O:2])=[CH:5][CH:6]=3)[CH2:15][CH2:14]2)[CH2:20][CH2:17]1. (7) Given the reactants Br[C:2]1[CH:7]=[CH:6][C:5]([C:8]2[N:12]=[C:11]([C:13]3[CH:18]=[CH:17][C:16]([CH2:19][CH:20]([CH3:22])[CH3:21])=[CH:15][CH:14]=3)[O:10][N:9]=2)=[C:4]([CH3:23])[CH:3]=1.[CH3:24][N:25](C=O)C, predict the reaction product. The product is: [CH3:21][CH:20]([CH3:22])[CH2:19][C:16]1[CH:17]=[CH:18][C:13]([C:11]2[O:10][N:9]=[C:8]([C:5]3[CH:6]=[CH:7][C:2]([C:24]#[N:25])=[CH:3][C:4]=3[CH3:23])[N:12]=2)=[CH:14][CH:15]=1. (8) Given the reactants Cl[C:2]1[N:7]=[C:6]([NH:8][CH:9]2[CH2:14][CH2:13][C:12]([F:16])([F:15])[CH2:11][CH2:10]2)[N:5]=[C:4]([NH:17][CH:18]2[CH2:23][CH2:22][C:21]([F:25])([F:24])[CH2:20][CH2:19]2)[N:3]=1.CC1(C)C(C)(C)OB([C:34]2[C:35]([C:39]([F:42])([F:41])[F:40])=[N:36][NH:37][CH:38]=2)O1.C([O-])([O-])=O.[K+].[K+], predict the reaction product. The product is: [F:24][C:21]1([F:25])[CH2:22][CH2:23][CH:18]([NH:17][C:4]2[N:5]=[C:6]([NH:8][CH:9]3[CH2:14][CH2:13][C:12]([F:16])([F:15])[CH2:11][CH2:10]3)[N:7]=[C:2]([C:34]3[C:35]([C:39]([F:42])([F:41])[F:40])=[N:36][NH:37][CH:38]=3)[N:3]=2)[CH2:19][CH2:20]1. (9) The product is: [C:19]([O:18][C:16]([NH:15][CH:11]([C:12]([O:14][CH3:24])=[O:13])[CH2:10][C:9]([OH:8])=[O:23])=[O:17])([CH3:22])([CH3:21])[CH3:20]. Given the reactants C([O:8][C:9](=[O:23])[CH2:10][CH:11]([NH:15][C:16]([O:18][C:19]([CH3:22])([CH3:21])[CH3:20])=[O:17])[C:12]([OH:14])=[O:13])C1C=CC=CC=1.[CH3:24][Si](C=[N+]=[N-])(C)C.CCCCCC, predict the reaction product.